Task: Predict the reaction yield, written as a fraction of the theoretical maximum amount of product (1.0 means a 100% yield; for example, 0.34 means a 34% yield).. Dataset: Reaction yield outcomes from USPTO patents with 853,638 reactions (1) The reactants are [O:1]1[CH2:6][C:5](=O)[CH2:4][C:3](=[O:8])[CH2:2]1.[Br:9][C:10]1[CH:11]=[C:12]([CH:15]=[CH:16][C:17]=1[F:18])[CH:13]=O.[NH2:19][C:20]1[N:24]([CH3:25])[NH:23][C:22](=[O:26])[CH:21]=1. The catalyst is C(O)C. The product is [Br:9][C:10]1[CH:11]=[C:12]([CH:13]2[C:21]3[C:22](=[O:26])[NH:23][N:24]([CH3:25])[C:20]=3[NH:19][C:5]3[CH2:6][O:1][CH2:2][C:3](=[O:8])[C:4]2=3)[CH:15]=[CH:16][C:17]=1[F:18]. The yield is 0.460. (2) The reactants are [C:1]([O:9]CC)(=O)[CH2:2][C:3]([O:5][CH2:6][CH3:7])=[O:4].[H-].[Na+].[H][H].[CH3:16][C:17]1[CH:28]=[CH:27][C:20]2[NH:21]C(=O)[O:23][C:24](=O)[C:19]=2[CH:18]=1.Cl. The catalyst is CC(N(C)C)=O. The product is [CH2:6]([O:5][C:3]([C:2]1[C:1](=[O:9])[NH:21][C:20]2[C:19]([C:24]=1[OH:23])=[CH:18][C:17]([CH3:16])=[CH:28][CH:27]=2)=[O:4])[CH3:7]. The yield is 0.360.